Predict the product of the given reaction. From a dataset of Forward reaction prediction with 1.9M reactions from USPTO patents (1976-2016). (1) Given the reactants [C:1]([C:5]1[C:9]([CH2:10][CH2:11][C:12](OC)=[O:13])=[CH:8][N:7]([C:16]2[CH:21]=[CH:20][C:19]([Cl:22])=[CH:18][N:17]=2)[N:6]=1)([CH3:4])([CH3:3])[CH3:2].[H-].C([Al+]CC(C)C)C(C)C.Cl, predict the reaction product. The product is: [C:1]([C:5]1[C:9]([CH2:10][CH2:11][CH2:12][OH:13])=[CH:8][N:7]([C:16]2[CH:21]=[CH:20][C:19]([Cl:22])=[CH:18][N:17]=2)[N:6]=1)([CH3:4])([CH3:2])[CH3:3]. (2) Given the reactants [F:1][C:2]1[CH:3]=[C:4]([Cl:11])[C:5]([OH:10])=[C:6]([CH:9]=1)[CH:7]=[O:8].CI.[C:14](=O)([O-])[O-].[K+].[K+], predict the reaction product. The product is: [F:1][C:2]1[CH:3]=[C:4]([Cl:11])[C:5]([O:10][CH3:14])=[C:6]([CH:9]=1)[CH:7]=[O:8]. (3) Given the reactants [CH3:1][C:2]1[S:21][C:5]2[NH:6][C:7]3[CH:20]=[CH:19][CH:18]=[CH:17][C:8]=3[N:9]=[C:10]([N:11]3[CH2:16][CH2:15][NH:14][CH2:13][CH2:12]3)[C:4]=2[CH:3]=1.Cl[CH2:23]Cl.S(OC)(OC)(=O)=O.[OH-].[Na+], predict the reaction product. The product is: [CH3:1][C:2]1[S:21][C:5]2[NH:6][C:7]3[CH:20]=[CH:19][CH:18]=[CH:17][C:8]=3[N:9]=[C:10]([N:11]3[CH2:16][CH2:15][N:14]([CH3:23])[CH2:13][CH2:12]3)[C:4]=2[CH:3]=1. (4) Given the reactants [N:1]1([C:6]2[CH:26]=[CH:25][C:9]([O:10][CH2:11][C:12]3[N:13]=[C:14]([CH:17]4[CH2:22][CH2:21][N:20]([C:23]#[N:24])[CH2:19][CH2:18]4)[S:15][CH:16]=3)=[CH:8][CH:7]=2)[CH:5]=[N:4][N:3]=[N:2]1.C([OH:29])C.O, predict the reaction product. The product is: [N:1]1([C:6]2[CH:7]=[CH:8][C:9]([O:10][CH2:11][C:12]3[N:13]=[C:14]([CH:17]4[CH2:22][CH2:21][N:20]([C:23]([NH2:24])=[O:29])[CH2:19][CH2:18]4)[S:15][CH:16]=3)=[CH:25][CH:26]=2)[CH:5]=[N:4][N:3]=[N:2]1.